From a dataset of Catalyst prediction with 721,799 reactions and 888 catalyst types from USPTO. Predict which catalyst facilitates the given reaction. The catalyst class is: 4. Reactant: C(OC([N:8]1[CH2:13][CH2:12][N:11]([CH2:14][C:15]2[CH:20]=[C:19]([CH:21]3[CH2:25][CH2:24][CH2:23][CH2:22]3)[C:18]([O:26]C(OC)=O)=[CH:17][C:16]=2[NH:31][C:32]([CH:34]2[O:39][C:38]3[CH:40]=[CH:41][C:42]([C:44]#[N:45])=[CH:43][C:37]=3[N:36](C(OCC)=O)[CH2:35]2)=[O:33])[CH2:10][CH2:9]1)=O)(C)(C)C.C(O)(C(F)(F)F)=O. Product: [C:44]([C:42]1[CH:41]=[CH:40][C:38]2[O:39][CH:34]([C:32]([NH:31][C:16]3[CH:17]=[C:18]([OH:26])[C:19]([CH:21]4[CH2:22][CH2:23][CH2:24][CH2:25]4)=[CH:20][C:15]=3[CH2:14][N:11]3[CH2:12][CH2:13][NH:8][CH2:9][CH2:10]3)=[O:33])[CH2:35][NH:36][C:37]=2[CH:43]=1)#[N:45].